Predict the product of the given reaction. From a dataset of Forward reaction prediction with 1.9M reactions from USPTO patents (1976-2016). (1) Given the reactants [F:1][C:2]1[CH:7]=[C:6]([F:8])[CH:5]=[CH:4][C:3]=1[N:9]1[C:17](=[O:18])[C:16]2[C@@H:15]3[C:19]([CH3:21])([CH3:20])[C@@:12]([CH3:22])([CH2:13][CH2:14]3)[C:11]=2[NH:10]1.[F:23][C:24]1[CH:25]=[C:26]([CH:29]=[C:30]([C:32]([F:35])([F:34])[F:33])[CH:31]=1)[CH2:27]Br, predict the reaction product. The product is: [F:1][C:2]1[CH:7]=[C:6]([F:8])[CH:5]=[CH:4][C:3]=1[N:9]1[C:17](=[O:18])[C:16]2[C@@H:15]3[C:19]([CH3:21])([CH3:20])[C@@:12]([CH3:22])([CH2:13][CH2:14]3)[C:11]=2[N:10]1[CH2:27][C:26]1[CH:29]=[C:30]([C:32]([F:33])([F:34])[F:35])[CH:31]=[C:24]([F:23])[CH:25]=1. (2) Given the reactants [CH2:1]([O:5][C:6]1[CH:10]=[C:9]([CH2:11][CH2:12][C:13]([O:15]CC)=[O:14])[N:8]([CH2:18][C:19]2[CH:24]=[CH:23][C:22]([C:25]([F:28])([F:27])[F:26])=[CH:21][C:20]=2[Cl:29])[N:7]=1)[CH2:2][CH2:3][CH3:4].[OH-].[Na+].O1CCCC1, predict the reaction product. The product is: [CH2:1]([O:5][C:6]1[CH:10]=[C:9]([CH2:11][CH2:12][C:13]([OH:15])=[O:14])[N:8]([CH2:18][C:19]2[CH:24]=[CH:23][C:22]([C:25]([F:28])([F:27])[F:26])=[CH:21][C:20]=2[Cl:29])[N:7]=1)[CH2:2][CH2:3][CH3:4]. (3) Given the reactants [Cl:1][C:2]1[CH:7]=[CH:6][C:5]([Mg]Br)=[CH:4][CH:3]=1.CON(C)[C:13]([C:15]1[CH:16]=[N:17][CH:18]=[N:19][CH:20]=1)=[O:14], predict the reaction product. The product is: [Cl:1][C:2]1[CH:7]=[CH:6][C:5]([C:13]([C:15]2[CH:16]=[N:17][CH:18]=[N:19][CH:20]=2)=[O:14])=[CH:4][CH:3]=1. (4) Given the reactants [F:1][C:2]1[CH:11]=[C:10]2[C:5]([CH2:6][CH2:7][C:8](=[O:12])[NH:9]2)=[CH:4][CH:3]=1.[CH3:13]C(C)([O-])C.[K+].CI.Cl, predict the reaction product. The product is: [F:1][C:2]1[CH:11]=[C:10]2[C:5]([CH2:6][CH2:7][C:8](=[O:12])[N:9]2[CH3:13])=[CH:4][CH:3]=1. (5) Given the reactants [CH:1]([N:4]([CH3:30])[C:5]1[C:6]([C:19]2[CH:20]=[N:21][C:22]([N:25]3[CH2:29][CH2:28][CH2:27][CH2:26]3)=[CH:23][CH:24]=2)=[N:7][C:8]2[C:13]([N:14]=1)=[CH:12][C:11]([C:15]([O:17]C)=[O:16])=[CH:10][CH:9]=2)([CH3:3])[CH3:2].[OH-].[Na+].O, predict the reaction product. The product is: [CH:1]([N:4]([CH3:30])[C:5]1[C:6]([C:19]2[CH:20]=[N:21][C:22]([N:25]3[CH2:29][CH2:28][CH2:27][CH2:26]3)=[CH:23][CH:24]=2)=[N:7][C:8]2[C:13]([N:14]=1)=[CH:12][C:11]([C:15]([OH:17])=[O:16])=[CH:10][CH:9]=2)([CH3:3])[CH3:2]. (6) The product is: [F:20][C:21]1[CH:22]=[CH:23][C:24]([C@@H:27]2[CH2:32][O:31][CH:30]=[C:29]3[CH2:34][CH2:35][CH2:36][C:37](=[O:38])[N:28]23)=[CH:25][CH:26]=1.[F:20][C:21]1[CH:22]=[CH:23][C:24]([C@@H:27]2[CH2:32][O:31][CH2:30][C@H:29]3[CH2:34][CH2:35][CH2:36][C:37](=[O:38])[N:28]23)=[CH:25][CH:26]=1. Given the reactants C([SiH](CC)CC)C.FC(F)(F)S(O[Si](C)(C)C)(=O)=O.[F:20][C:21]1[CH:26]=[CH:25][C:24]([CH:27]2[CH2:32][O:31][C@@H:30](O)[CH:29]3[CH2:34][CH2:35][CH2:36][C:37](=[O:38])[N:28]23)=[CH:23][CH:22]=1.O, predict the reaction product. (7) The product is: [CH2:13]([NH:14][C:4](=[O:6])[CH2:3][C:2](=[O:5])[CH3:1])[C:7]1[CH:12]=[CH:11][CH:10]=[CH:9][CH:8]=1. Given the reactants [CH2:1]=[C:2]1[O:5][C:4](=[O:6])[CH2:3]1.[C:7]1([CH2:13][NH2:14])[CH:12]=[CH:11][CH:10]=[CH:9][CH:8]=1, predict the reaction product.